From a dataset of Full USPTO retrosynthesis dataset with 1.9M reactions from patents (1976-2016). Predict the reactants needed to synthesize the given product. (1) Given the product [F:1][C:2]1[CH:13]=[CH:12][C:5]([CH2:6][O:7][CH2:8][C:9]([NH:27][CH2:26][CH2:25][CH2:24][CH2:23][CH2:22][NH:21][C:14](=[O:15])[O:16][C:17]([CH3:19])([CH3:18])[CH3:20])=[O:10])=[CH:4][CH:3]=1, predict the reactants needed to synthesize it. The reactants are: [F:1][C:2]1[CH:13]=[CH:12][C:5]([CH2:6][O:7][CH2:8][C:9](Cl)=[O:10])=[CH:4][CH:3]=1.[C:14]([NH:21][CH2:22][CH2:23][CH2:24][CH2:25][CH2:26][NH2:27])([O:16][C:17]([CH3:20])([CH3:19])[CH3:18])=[O:15].C(N(C(C)C)CC)(C)C. (2) Given the product [Br:1][C:2]1[CH:11]=[CH:10][C:5]([C:6]([OH:8])=[O:7])=[C:4]([N:12]2[CH2:16][CH2:15][CH2:14][S:13]2(=[O:17])=[O:18])[CH:3]=1, predict the reactants needed to synthesize it. The reactants are: [Br:1][C:2]1[CH:11]=[CH:10][C:5]([C:6]([O:8]C)=[O:7])=[C:4]([N:12]2[CH2:16][CH2:15][CH2:14][S:13]2(=[O:18])=[O:17])[CH:3]=1.[OH-].[Na+]. (3) Given the product [CH3:9][C:6]1[S:5][C:4]2[C:10](=[O:12])[NH:15][N:16]=[CH:1][C:3]=2[C:7]=1[CH3:8], predict the reactants needed to synthesize it. The reactants are: [CH:1]([C:3]1[C:7]([CH3:8])=[C:6]([CH3:9])[S:5][C:4]=1[C:10]([O:12]C)=O)=O.O.[NH2:15][NH2:16]. (4) Given the product [CH2:3]([O:5]/[C:6](=[CH:12]\[C:13]1[CH:14]=[N:15][C:16]([C:19]2[CH:24]=[CH:23][CH:22]=[C:21]([N:25]([CH3:36])[C:26]([NH:28][CH2:29][CH2:30][CH2:31][CH2:32][CH2:33][CH2:34][CH3:35])=[O:27])[CH:20]=2)=[CH:17][CH:18]=1)/[C:7]([OH:9])=[O:8])[CH3:4], predict the reactants needed to synthesize it. The reactants are: [OH-].[Li+].[CH2:3]([O:5]/[C:6](=[CH:12]\[C:13]1[CH:14]=[N:15][C:16]([C:19]2[CH:24]=[CH:23][CH:22]=[C:21]([N:25]([CH3:36])[C:26]([NH:28][CH2:29][CH2:30][CH2:31][CH2:32][CH2:33][CH2:34][CH3:35])=[O:27])[CH:20]=2)=[CH:17][CH:18]=1)/[C:7]([O:9]CC)=[O:8])[CH3:4].C(O)(=O)C.O. (5) Given the product [NH2:14][C:12]1[CH:11]=[CH:10][CH:9]=[C:8]2[C:13]=1[C:2](=[O:1])[C:6]1([NH:18][C:19]([C:21]3[CH:25]=[CH:24][NH:23][CH:22]=3)=[O:20])[C:5]3[CH:26]=[CH:27][C:28]([CH:30]([CH3:31])[CH3:32])=[CH:29][C:4]=3[O:36][C:7]12[OH:17], predict the reactants needed to synthesize it. The reactants are: [OH:1][C:2]12[C:13]3[C:8](=[CH:9][CH:10]=[CH:11][C:12]=3[N+:14]([O-])=O)[C:7](=[O:17])[C:6]1([NH:18][C:19]([C:21]1[CH:25]=[CH:24][NH:23][CH:22]=1)=[O:20])[C:5]1[CH:26]=[CH:27][C:28]([CH:30]([CH3:32])[CH3:31])=[CH:29][C:4]=1O2.C(O)C.[OH2:36]. (6) Given the product [F:1][C:2]([F:12])([F:11])[C:3]1[CH:10]=[CH:9][CH:8]=[CH:7][C:4]=1[CH2:5][N:21]1[C:29]2[C:24](=[CH:25][CH:26]=[CH:27][CH:28]=2)[C@@:23]2([C:41]3[C:32](=[CH:33][C:34]4[O:39][CH2:38][CH2:37][O:36][C:35]=4[CH:40]=3)[O:31][CH2:30]2)[C:22]1=[O:42], predict the reactants needed to synthesize it. The reactants are: [F:1][C:2]([F:12])([F:11])[C:3]1[CH:10]=[CH:9][CH:8]=[CH:7][C:4]=1[CH2:5]Br.BrCC1CCCCO1.[NH:21]1[C:29]2[C:24](=[CH:25][CH:26]=[CH:27][CH:28]=2)[C@@:23]2([C:41]3[C:32](=[CH:33][C:34]4[O:39][CH2:38][CH2:37][O:36][C:35]=4[CH:40]=3)[O:31][CH2:30]2)[C:22]1=[O:42].